From a dataset of Forward reaction prediction with 1.9M reactions from USPTO patents (1976-2016). Predict the product of the given reaction. The product is: [CH3:1][N:3]([CH3:4])[C:9]1[N:10]=[CH:11][C:12]([C:15]([O:17][CH3:18])=[O:16])=[N:13][CH:14]=1. Given the reactants [CH2:1]([NH:3][CH2:4]C)C.CO.Cl[C:9]1[N:10]=[CH:11][C:12]([C:15]([O:17][CH3:18])=[O:16])=[N:13][CH:14]=1, predict the reaction product.